From a dataset of Forward reaction prediction with 1.9M reactions from USPTO patents (1976-2016). Predict the product of the given reaction. (1) Given the reactants [CH3:1][N:2]([CH2:10][CH2:11][N:12]1[CH2:17][CH2:16][S:15][C:14]2[CH:18]=[CH:19][C:20]([N+:22]([O-])=O)=[CH:21][C:13]1=2)[C:3](=[O:9])[O:4][C:5]([CH3:8])([CH3:7])[CH3:6].I.[S:26]1[CH:30]=[CH:29][CH:28]=[C:27]1[C:31](SC)=[NH:32], predict the reaction product. The product is: [CH3:1][N:2]([CH2:10][CH2:11][N:12]1[CH2:17][CH2:16][S:15][C:14]2[CH:18]=[CH:19][C:20]([NH:22][C:31]([C:27]3[S:26][CH:30]=[CH:29][CH:28]=3)=[NH:32])=[CH:21][C:13]1=2)[C:3](=[O:9])[O:4][C:5]([CH3:8])([CH3:7])[CH3:6]. (2) Given the reactants C([O:5][C:6](=[O:33])[CH:7]([CH2:26][C:27]1[CH:32]=[CH:31][CH:30]=[CH:29][CH:28]=1)[NH:8][C:9]([C:11]1[CH:20]=[C:19]2[C:14]([C:15]([Cl:25])=[CH:16][N:17]=[C:18]2[NH:21][C:22]([NH2:24])=[NH:23])=[CH:13][CH:12]=1)=[O:10])(C)(C)C.[C:34]([C:38]([OH:40])=[O:39])([F:37])([F:36])[F:35], predict the reaction product. The product is: [F:35][C:34]([F:37])([F:36])[C:38]([OH:40])=[O:39].[Cl:25][C:15]1[C:14]2[C:19](=[CH:20][C:11]([C:9]([NH:8][CH:7]([C:6]([OH:33])=[O:5])[CH2:26][C:27]3[CH:32]=[CH:31][CH:30]=[CH:29][CH:28]=3)=[O:10])=[CH:12][CH:13]=2)[C:18]([NH:21][C:22]([NH2:24])=[NH:23])=[N:17][CH:16]=1. (3) Given the reactants [H-].[Na+].C(OP([CH2:11][C:12]#[N:13])(=O)OCC)C.[CH2:14]([O:16][C:17]([N:19]1[CH2:24][CH2:23][C:22](=O)[CH2:21][CH2:20]1)=[O:18])[CH3:15], predict the reaction product. The product is: [CH2:14]([O:16][C:17]([N:19]1[CH2:24][CH2:23][C:22](=[CH:11][C:12]#[N:13])[CH2:21][CH2:20]1)=[O:18])[CH3:15]. (4) Given the reactants [S:1]([O-:5])([O-:4])(=[O:3])=[O:2].[K+:6].[K+].S([O-])([O-])(=O)=[O:9].[Al+3:13].[K+].S([O-])([O-])(=O)=[O:16].[OH-:20].[K+], predict the reaction product. The product is: [S:1]([O-:5])([O-:4])(=[O:3])=[O:2].[K+:6].[K+:6].[OH-:9].[Al+3:13].[OH-:16].[OH-:20]. (5) Given the reactants Br[C:2]1[CH:21]=[CH:20][C:5]2[C:6]([CH3:19])=[C:7]([C:9]([C:11]3[CH:16]=[CH:15][C:14]([Cl:17])=[CH:13][C:12]=3[Cl:18])=[O:10])[O:8][C:4]=2[CH:3]=1.[CH3:22][C:23]1[CH:24]=[C:25](B(O)O)[CH:26]=[CH:27][CH:28]=1.ClCCl.C([O-])([O-])=O.[Na+].[Na+], predict the reaction product. The product is: [Cl:18][C:12]1[CH:13]=[C:14]([Cl:17])[CH:15]=[CH:16][C:11]=1[C:9]([C:7]1[O:8][C:4]2[CH:3]=[C:2]([C:27]3[CH:28]=[C:23]([CH3:22])[CH:24]=[CH:25][CH:26]=3)[CH:21]=[CH:20][C:5]=2[C:6]=1[CH3:19])=[O:10]. (6) The product is: [CH3:14][O:15][C:16](=[O:35])[C@H:17]([CH2:25][C:26]1[CH:27]=[C:28]([Cl:34])[C:29]([O:33][C:44]2[C:45]3[C:40](=[CH:39][CH:38]=[CH:37][CH:36]=3)[CH:41]=[CH:42][CH:43]=2)=[C:30]([Cl:32])[CH:31]=1)[NH:18][C:19](=[O:24])[C:20]([F:23])([F:21])[F:22]. Given the reactants N1C=CC=CC=1.C(N(CC)CC)C.[CH3:14][O:15][C:16](=[O:35])[C@H:17]([CH2:25][C:26]1[CH:31]=[C:30]([Cl:32])[C:29]([OH:33])=[C:28]([Cl:34])[CH:27]=1)[NH:18][C:19](=[O:24])[C:20]([F:23])([F:22])[F:21].[C:36]1(B(O)O)[C:45]2[C:40](=[CH:41][CH:42]=[CH:43][CH:44]=2)[CH:39]=[CH:38][CH:37]=1.C([O-])(=O)C, predict the reaction product.